This data is from Retrosynthesis with 50K atom-mapped reactions and 10 reaction types from USPTO. The task is: Predict the reactants needed to synthesize the given product. (1) Given the product CCCCCN(CCC)C(=O)n1cnc(S(=O)(=O)CC)n1, predict the reactants needed to synthesize it. The reactants are: CCCCCN(CCC)C(=O)Cl.CCS(=O)(=O)c1nc[nH]n1. (2) Given the product CCn1c(N)c(C(N)=O)c(=O)c2cnc(Nc3c(F)cc(N4CCNCC4)cc3OC)nc21, predict the reactants needed to synthesize it. The reactants are: CCn1c(N)c(C(N)=O)c(=O)c2cnc(Nc3c(F)cc(N4CCN(C(=O)OC(C)(C)C)CC4)cc3OC)nc21. (3) Given the product Clc1cccc(-c2ccc(-c3ccccc3)cc2)c1, predict the reactants needed to synthesize it. The reactants are: Clc1cccc(I)c1.OB(O)c1ccc(-c2ccccc2)cc1. (4) Given the product COCC[C@H](C)N(Cc1ccccc1)[C@@H](C)c1ccccc1, predict the reactants needed to synthesize it. The reactants are: CI.C[C@@H](CCO)N(Cc1ccccc1)[C@@H](C)c1ccccc1. (5) Given the product CCCCN(C)C(=O)CCCCCCCNC(=O)OC(C)(C)C, predict the reactants needed to synthesize it. The reactants are: CC(C)(C)OC(=O)NCCCCCCCC(=O)O.CCCCNC. (6) Given the product COC(=O)c1ccc(OCC(=O)N(C)C)c(OC)c1, predict the reactants needed to synthesize it. The reactants are: CN(C)C(=O)CCl.COC(=O)c1ccc(O)c(OC)c1. (7) Given the product FC(F)(F)COc1ccc2c(c1)CNC2, predict the reactants needed to synthesize it. The reactants are: CC(C)(C)OC(=O)N1Cc2ccc(OCC(F)(F)F)cc2C1. (8) Given the product CCCCCCCCCCNC(=O)OC[C@H](CSC[C@H](N)C(=O)NCCOCCOCCOCCC(=O)OC(C)(C)C)OC(=O)NCCCCCCCCCC, predict the reactants needed to synthesize it. The reactants are: CCCCCCCCCCNC(=O)OC[C@H](CSC[C@H](NC(=O)OCc1ccccc1)C(=O)NCCOCCOCCOCCC(=O)OC(C)(C)C)OC(=O)NCCCCCCCCCC. (9) Given the product COc1ccc2cc(Br)ccc2n1, predict the reactants needed to synthesize it. The reactants are: CO.Clc1ccc2cc(Br)ccc2n1. (10) Given the product Clc1nccc(C2CC2)n1, predict the reactants needed to synthesize it. The reactants are: Clc1ccnc(Cl)n1.OB(O)C1CC1.